Predict the reactants needed to synthesize the given product. From a dataset of Full USPTO retrosynthesis dataset with 1.9M reactions from patents (1976-2016). (1) Given the product [CH3:10][C:11]1([CH3:16])[O:3][CH:2]([CH2:4][C:5]([OH:7])=[O:6])[C:1](=[O:9])[O:8]1, predict the reactants needed to synthesize it. The reactants are: [C:1]([OH:9])(=[O:8])[CH:2]([CH2:4][C:5]([OH:7])=[O:6])[OH:3].[CH3:10][C:11]1C=CC(S(O)(=O)=O)=C[CH:16]=1. (2) Given the product [Cl-:39].[NH2:35][C:32]1[CH:33]=[CH:34][C:29]([NH:28][C:26]([C:22]2[CH:21]=[C:20]([CH:25]=[CH:24][CH:23]=2)[NH:19][C:16]2[CH:15]=[CH:14][N+:13]([CH3:12])=[CH:18][CH:17]=2)=[O:27])=[CH:30][CH:31]=1, predict the reactants needed to synthesize it. The reactants are: CC1C=CC(S([O-])(=O)=O)=CC=1.[CH3:12][N+:13]1[CH:18]=[CH:17][C:16]([NH:19][C:20]2[CH:25]=[CH:24][CH:23]=[C:22]([C:26]([NH:28][C:29]3[CH:34]=[CH:33][C:32]([N+:35]([O-])=O)=[CH:31][CH:30]=3)=[O:27])[CH:21]=2)=[CH:15][CH:14]=1.O.[ClH:39].CCCCO.